Dataset: Reaction yield outcomes from USPTO patents with 853,638 reactions. Task: Predict the reaction yield, written as a fraction of the theoretical maximum amount of product (1.0 means a 100% yield; for example, 0.34 means a 34% yield). (1) The reactants are [NH2:1][C:2]1[S:3][CH:4]=[CH:5][N:6]=1.[S-:7][C:8]#[N:9].[Na+].BrBr.[NH4+].[OH-]. The catalyst is CO.[Na+].[Br-]. The product is [S:7]([C:4]1[S:3][C:2]([NH2:1])=[N:6][CH:5]=1)[C:8]#[N:9]. The yield is 0.550. (2) The reactants are Cl.C(N=[C:5]=[N:6][CH2:7][CH2:8][CH2:9][N:10]([CH3:12])[CH3:11])C.C([N:15]([CH2:18][CH3:19])CC)C.[CH:20]([C:22]1[NH:26][C:25]([CH3:27])=[C:24]([C:28]([OH:30])=O)[C:23]=1[CH3:31])=[O:21].ON1[C:37]2C=CC=C[C:36]=2N=N1.[OH2:42]. The catalyst is CN(C=O)C. The product is [CH3:12][N:10]1[CH2:11][CH2:37][CH2:36][CH:9]1[CH2:8][CH2:7][NH:6][C:5](=[O:42])[CH:18]([NH:15][C:28]([C:24]1[C:23]([CH3:31])=[C:22]([CH:20]=[O:21])[NH:26][C:25]=1[CH3:27])=[O:30])[CH3:19]. The yield is 0.552. (3) The reactants are [Cl:1][C:2]1[CH:10]=[C:9](I)[C:5]2[O:6][CH2:7][O:8][C:4]=2[C:3]=1[NH2:12].[C:13]([C:15]1[CH:20]=[CH:19][CH:18]=[CH:17][N:16]=1)#[CH:14].C(NC(C)C)(C)C. The catalyst is C(OCC)(=O)C.[Cu]I.C1C=CC(P(C2C=CC=CC=2)C2C=CC=CC=2)=CC=1.C1C=CC(P(C2C=CC=CC=2)C2C=CC=CC=2)=CC=1.Cl[Pd]Cl. The product is [Cl:1][C:2]1[CH:10]=[C:9]([C:14]#[C:13][C:15]2[CH:20]=[CH:19][CH:18]=[CH:17][N:16]=2)[C:5]2[O:6][CH2:7][O:8][C:4]=2[C:3]=1[NH2:12]. The yield is 0.570. (4) The reactants are [F:1][C:2]1[CH:29]=[C:28]2[C:5]([C:6](=[O:30])[CH2:7][C:8]3([O:27]2)[CH2:13][CH2:12][N:11]([C:14]([NH:16][C:17]2[CH:22]=[C:21]([C:23](=[O:26])[NH:24][CH3:25])[CH:20]=[CH:19][N:18]=2)=[O:15])[CH2:10][CH2:9]3)=[CH:4][CH:3]=1.[ClH:31].CO. The catalyst is ClCCl. The product is [ClH:31].[F:1][C:2]1[CH:29]=[C:28]2[C:5]([C:6](=[O:30])[CH2:7][C:8]3([O:27]2)[CH2:13][CH2:12][N:11]([C:14]([NH:16][C:17]2[CH:22]=[C:21]([C:23](=[O:26])[NH:24][CH3:25])[CH:20]=[CH:19][N:18]=2)=[O:15])[CH2:10][CH2:9]3)=[CH:4][CH:3]=1. The yield is 0.880. (5) The reactants are Br[C:2]1[C:10]2[O:9][C:8]([C:11]3[CH:16]=[CH:15][C:14]([O:17][Si:18]([C:21]([CH3:24])([CH3:23])[CH3:22])([CH3:20])[CH3:19])=[C:13]([F:25])[CH:12]=3)=[N:7][C:6]=2[CH:5]=[C:4]([O:26][Si:27]([C:30]([CH3:33])([CH3:32])[CH3:31])([CH3:29])[CH3:28])[CH:3]=1.[CH2:34]([Sn](CCCC)(CCCC)C=C)[CH2:35]CC.CC1C=CC(C)=CC=1. The catalyst is C(OCC)C.CC1C=CC=CC=1[P](C1C=CC=CC=1C)([Pd](Cl)(Cl)[P](C1=C(C)C=CC=C1)(C1C=CC=CC=1C)C1C=CC=CC=1C)C1C=CC=CC=1C. The product is [Si:27]([O:26][C:4]1[CH:3]=[C:2]([CH:34]=[CH2:35])[C:10]2[O:9][C:8]([C:11]3[CH:16]=[CH:15][C:14]([O:17][Si:18]([C:21]([CH3:24])([CH3:23])[CH3:22])([CH3:20])[CH3:19])=[C:13]([F:25])[CH:12]=3)=[N:7][C:6]=2[CH:5]=1)([C:30]([CH3:33])([CH3:31])[CH3:32])([CH3:29])[CH3:28]. The yield is 0.890.